This data is from Full USPTO retrosynthesis dataset with 1.9M reactions from patents (1976-2016). The task is: Predict the reactants needed to synthesize the given product. (1) Given the product [Si:1]([O:8][CH2:9][CH2:10][C@H:11]1[C:16]2[CH:17]=[CH:18][C:19]([N:21]3[CH2:27][CH2:26][CH2:25][S:22]3(=[O:24])=[O:23])=[CH:20][C:15]=2[CH2:14][CH2:13][O:12]1)([C:4]([CH3:7])([CH3:6])[CH3:5])([CH3:3])[CH3:2], predict the reactants needed to synthesize it. The reactants are: [Si:1]([O:8][CH2:9][CH2:10][C@H:11]1[C:16]2[CH:17]=[CH:18][C:19]([NH:21][S:22]([CH2:25][CH2:26][CH2:27]Cl)(=[O:24])=[O:23])=[CH:20][C:15]=2[CH2:14][CH2:13][O:12]1)([C:4]([CH3:7])([CH3:6])[CH3:5])([CH3:3])[CH3:2].[H-].[Na+]. (2) Given the product [C:15]([CH:14]([C:3]1[N:2]=[CH:1][N:5]2[C:6]3[C:11](=[CH:10][CH:9]=[CH:8][CH:7]=3)[CH2:12][CH2:13][C:4]=12)[C:18]([O:20][CH2:21][CH3:22])=[O:19])#[N:16], predict the reactants needed to synthesize it. The reactants are: [CH:1]1[N:5]2[C:6]3[C:11]([CH2:12][CH2:13][C:4]2=[C:3]([CH2:14][C:15]#[N:16])[N:2]=1)=[CH:10][CH:9]=[CH:8][CH:7]=3.Cl[C:18]([O:20][CH2:21][CH3:22])=[O:19].[Cl-].[NH4+]. (3) Given the product [CH:12]1([NH:18][C:19]2[CH:28]=[C:27]3[C:22]([C:23](=[O:36])[C:24]([OH:9])=[CH:25][N:26]3[CH:29]3[CH2:30][CH2:31][CH2:32][CH2:33]3)=[CH:21][C:20]=2[F:37])[CH2:13][CH2:14][CH2:15][CH2:16][CH2:17]1, predict the reactants needed to synthesize it. The reactants are: ClC1C=CC=C(C(OO)=[O:9])C=1.[CH:12]1([NH:18][C:19]2[CH:28]=[C:27]3[C:22]([C:23](=[O:36])[C:24](C=O)=[CH:25][N:26]3[CH:29]3[CH2:33][CH2:32][CH2:31][CH2:30]3)=[CH:21][C:20]=2[F:37])[CH2:17][CH2:16][CH2:15][CH2:14][CH2:13]1.C(=O)([O-])O.[Na+]. (4) Given the product [C:1]([C:3]1[CH:4]=[C:5]([CH2:10][C:11]([O:13][CH3:15])=[O:12])[CH:6]=[CH:7][C:8]=1[F:9])#[N:2], predict the reactants needed to synthesize it. The reactants are: [C:1]([C:3]1[CH:4]=[C:5]([CH2:10][C:11]([OH:13])=[O:12])[CH:6]=[CH:7][C:8]=1[F:9])#[N:2].[Si](C=[N+]=[N-])(C)(C)[CH3:15]. (5) Given the product [CH2:1]([N:3]([CH2:15][CH3:16])[C:4]([CH:6]1[C:7]2[C:33]3[C:28](=[CH:29][CH:30]=[CH:31][CH:32]=3)[N:27]([CH2:26][CH2:25][O:24][CH2:17][C:18]3[CH:23]=[CH:22][CH:21]=[CH:20][CH:19]=3)[C:8]=2[CH2:9][CH:10]([CH3:12])[CH2:11]1)=[O:5])[CH3:2], predict the reactants needed to synthesize it. The reactants are: [CH2:1]([N:3]([CH2:15][CH3:16])[C:4]([C:6]1[CH2:11][CH:10]([CH3:12])[CH2:9][CH:8](Br)[C:7]=1O)=[O:5])[CH3:2].[CH2:17]([O:24][CH2:25][CH2:26][NH:27][C:28]1[CH:33]=[CH:32][CH:31]=[CH:30][CH:29]=1)[C:18]1[CH:23]=[CH:22][CH:21]=[CH:20][CH:19]=1. (6) The reactants are: [Br:1][C:2]1[CH:7]=[CH:6][C:5]([C:8]([C:20]#[CH:21])([C:10]2[CH:15]=[CH:14][C:13]([O:16][CH2:17][CH2:18][CH3:19])=[CH:12][CH:11]=2)[OH:9])=[CH:4][CH:3]=1.[C:22]([C:27]1[CH:36]=[C:35](O)[C:34]2[C:29](=[CH:30][CH:31]=[CH:32][CH:33]=2)[C:28]=1[OH:38])([O:24][CH2:25][CH3:26])=[O:23].C1(C)C=CC(S(O)(=O)=O)=CC=1. Given the product [Br:1][C:2]1[CH:3]=[CH:4][C:5]([C:8]2([C:10]3[CH:15]=[CH:14][C:13]([O:16][CH2:17][CH2:18][CH3:19])=[CH:12][CH:11]=3)[CH:20]=[CH:21][C:36]3[C:27]([C:22]([O:24][CH2:25][CH3:26])=[O:23])=[C:28]([OH:38])[C:29]4[CH:30]=[CH:31][CH:32]=[CH:33][C:34]=4[C:35]=3[O:9]2)=[CH:6][CH:7]=1, predict the reactants needed to synthesize it. (7) Given the product [CH:1]([O:4][C:5]1[CH:14]=[CH:13][C:8]([C:9]([OH:11])=[O:10])=[CH:7][C:6]=1[CH2:15][O:16][CH3:17])([CH3:3])[CH3:2], predict the reactants needed to synthesize it. The reactants are: [CH:1]([O:4][C:5]1[CH:14]=[CH:13][C:8]([C:9]([O:11]C)=[O:10])=[CH:7][C:6]=1[CH2:15][O:16][CH3:17])([CH3:3])[CH3:2].[OH-].[Na+].